This data is from Catalyst prediction with 721,799 reactions and 888 catalyst types from USPTO. The task is: Predict which catalyst facilitates the given reaction. (1) Reactant: [H-].[Na+].CN(C)C=O.[NH:8]1[CH:12]=[C:11]([C:13]([O:15][CH2:16][CH3:17])=[O:14])[N:10]=[N:9]1.Br[CH2:19][CH2:20][CH2:21][CH3:22]. Product: [CH2:19]([N:8]1[CH:12]=[C:11]([C:13]([O:15][CH2:16][CH3:17])=[O:14])[N:10]=[N:9]1)[CH2:20][CH2:21][CH3:22]. The catalyst class is: 6. (2) Reactant: [NH:1]1[C:9]2[C:4](=[CH:5][CH:6]=[CH:7][CH:8]=2)[C:3]([C:10]([CH:13]2[NH:17]C(=O)N[C:14]2=[O:19])([CH3:12])[CH3:11])=[CH:2]1.[OH-:20].[Na+]. Product: [NH2:17][CH:13]([C:10]([C:3]1[C:4]2[C:9](=[CH:8][CH:7]=[CH:6][CH:5]=2)[NH:1][CH:2]=1)([CH3:11])[CH3:12])[C:14]([OH:19])=[O:20]. The catalyst class is: 6.